From a dataset of Reaction yield outcomes from USPTO patents with 853,638 reactions. Predict the reaction yield, written as a fraction of the theoretical maximum amount of product (1.0 means a 100% yield; for example, 0.34 means a 34% yield). The reactants are [H-].[Na+].[CH3:3][S:4][C:5]1[N:6]=[CH:7][C:8]2[CH:14]=[CH:13][C:12](=[O:15])[NH:11][C:9]=2[N:10]=1.[Br-].[Li+].Cl[CH2:19][C:20]1[CH:25]=[CH:24][CH:23]=[CH:22][C:21]=1[S:26]([CH2:29][CH3:30])(=[O:28])=[O:27]. The catalyst is CN(C)C=O. The product is [CH2:29]([S:26]([C:21]1[CH:22]=[CH:23][CH:24]=[CH:25][C:20]=1[CH2:19][N:11]1[C:9]2[N:10]=[C:5]([S:4][CH3:3])[N:6]=[CH:7][C:8]=2[CH:14]=[CH:13][C:12]1=[O:15])(=[O:28])=[O:27])[CH3:30]. The yield is 0.190.